This data is from Reaction yield outcomes from USPTO patents with 853,638 reactions. The task is: Predict the reaction yield, written as a fraction of the theoretical maximum amount of product (1.0 means a 100% yield; for example, 0.34 means a 34% yield). (1) The reactants are Br[C:2]1[C:3](=[O:10])[N:4]([CH3:9])[N:5]=[C:6]([Cl:8])[CH:7]=1.[CH:11](B(O)O)=[CH:12][C:13]1[CH:18]=[CH:17][CH:16]=[CH:15][CH:14]=1.P([O-])([O-])([O-])=O.[K+].[K+].[K+]. The catalyst is O1CCOCC1.Cl[Pd](Cl)([P](C1C=CC=CC=1)(C1C=CC=CC=1)C1C=CC=CC=1)[P](C1C=CC=CC=1)(C1C=CC=CC=1)C1C=CC=CC=1. The product is [Cl:8][C:6]1[CH:7]=[C:2]([CH:11]=[CH:12][C:13]2[CH:18]=[CH:17][CH:16]=[CH:15][CH:14]=2)[C:3](=[O:10])[N:4]([CH3:9])[N:5]=1. The yield is 0.679. (2) The reactants are [Mn]([O-])(=O)(=O)=[O:2].[K+].[Br:7][C:8]1[CH:13]=[CH:12][C:11]([CH3:14])=[C:10]([N+:15]([O-:17])=[O:16])[CH:9]=1.[OH2:18]. The catalyst is N1C=CC=CC=1. The product is [Br:7][C:8]1[CH:13]=[CH:12][C:11]([C:14]([OH:2])=[O:18])=[C:10]([N+:15]([O-:17])=[O:16])[CH:9]=1. The yield is 0.500.